Regression. Given a peptide amino acid sequence and an MHC pseudo amino acid sequence, predict their binding affinity value. This is MHC class I binding data. From a dataset of Peptide-MHC class I binding affinity with 185,985 pairs from IEDB/IMGT. (1) The peptide sequence is DYCNVLNKEF. The MHC is HLA-A24:02 with pseudo-sequence HLA-A24:02. The binding affinity (normalized) is 0.182. (2) The peptide sequence is AEAQCTEAS. The MHC is HLA-B44:02 with pseudo-sequence HLA-B44:02. The binding affinity (normalized) is 0.347. (3) The peptide sequence is KTVKNVDII. The MHC is HLA-A02:01 with pseudo-sequence HLA-A02:01. The binding affinity (normalized) is 0.161. (4) The MHC is HLA-B58:01 with pseudo-sequence HLA-B58:01. The binding affinity (normalized) is 0.213. The peptide sequence is YQVPFVQAF. (5) The peptide sequence is RIGGVLIFR. The MHC is HLA-B57:01 with pseudo-sequence HLA-B57:01. The binding affinity (normalized) is 0.0847.